From a dataset of Choline transporter screen with 302,306 compounds. Binary Classification. Given a drug SMILES string, predict its activity (active/inactive) in a high-throughput screening assay against a specified biological target. (1) The compound is Clc1cc(N2CCN(CC2)C(=O)c2oc3c(c(=O)c2)cccc3)ccc1. The result is 0 (inactive). (2) The molecule is O=C(N)C1CCN(CC1)C(=O)COc1c2c(ccc1)cccc2. The result is 0 (inactive). (3) The compound is S=C(N\N=C1\c2c3N(C(C=C(c3cc(c2C)C)C)(C)C)C1=O)N. The result is 0 (inactive).